This data is from Reaction yield outcomes from USPTO patents with 853,638 reactions. The task is: Predict the reaction yield, written as a fraction of the theoretical maximum amount of product (1.0 means a 100% yield; for example, 0.34 means a 34% yield). (1) The reactants are [CH:1]([Mg]Cl)([CH3:3])[CH3:2].[CH2:6]([O:13][C:14]1[CH:19]=[CH:18][C:17]([C:20]([C:25]2[CH:37]=[CH:36][C:28]([O:29][CH2:30][C:31](=[O:35])[CH:32]([CH3:34])[CH3:33])=[C:27]([CH3:38])[CH:26]=2)([CH2:23][CH3:24])[CH2:21][CH3:22])=[CH:16][C:15]=1[CH3:39])[C:7]1[CH:12]=[CH:11][CH:10]=[CH:9][CH:8]=1. The catalyst is C1COCC1. The product is [CH2:6]([O:13][C:14]1[CH:19]=[CH:18][C:17]([C:20]([C:25]2[CH:37]=[CH:36][C:28]([O:29][CH2:30][C:31]([OH:35])([CH:1]([CH3:3])[CH3:2])[CH:32]([CH3:33])[CH3:34])=[C:27]([CH3:38])[CH:26]=2)([CH2:21][CH3:22])[CH2:23][CH3:24])=[CH:16][C:15]=1[CH3:39])[C:7]1[CH:8]=[CH:9][CH:10]=[CH:11][CH:12]=1. The yield is 0.990. (2) The reactants are [CH3:1][C:2]1[CH:11]=[C:10]2[C:5]([C:6]([OH:16])=[CH:7][C:8]([C:12]([O:14]C)=[O:13])=[N:9]2)=[CH:4][CH:3]=1.[Li+].[OH-]. The catalyst is CO.O. The product is [CH3:1][C:2]1[CH:11]=[C:10]2[C:5]([C:6]([OH:16])=[CH:7][C:8]([C:12]([OH:14])=[O:13])=[N:9]2)=[CH:4][CH:3]=1. The yield is 0.980.